From a dataset of Forward reaction prediction with 1.9M reactions from USPTO patents (1976-2016). Predict the product of the given reaction. (1) Given the reactants [CH2:1]=[CH:2][C:3]1[CH:8]=[CH:7][CH:6]=[CH:5][CH:4]=1.[C:9]1(S(OCCCCCCCCCCCC)(=O)=O)C=CC=C[CH:10]=1.[Na], predict the reaction product. The product is: [CH2:7]1[CH:8]2[CH:3]([CH2:2][CH2:1][CH2:9][CH2:10]2)[CH2:4][CH2:5][CH2:6]1. (2) Given the reactants CCCP(=O)=O.[CH3:7][NH:8][C:9]1[N:14]=[CH:13][N:12]=[C:11]([NH:15][C:16]2[CH:24]=[CH:23][C:19]([C:20]([OH:22])=O)=[CH:18][CH:17]=2)[CH:10]=1.[CH2:25]([N:27]1[CH2:32][CH2:31][NH:30][CH2:29][CH2:28]1)[CH3:26].CCN(CC)CC, predict the reaction product. The product is: [CH2:25]([N:27]1[CH2:32][CH2:31][N:30]([C:20]([C:19]2[CH:18]=[CH:17][C:16]([NH:15][C:11]3[CH:10]=[C:9]([NH:8][CH3:7])[N:14]=[CH:13][N:12]=3)=[CH:24][CH:23]=2)=[O:22])[CH2:29][CH2:28]1)[CH3:26]. (3) Given the reactants [CH2:1]([N:3]1[C:12]2[C@@:7]([CH3:22])([C@H:8]3[CH2:19][CH2:18][C@@:17]4([CH3:20])[C@@H:13]([CH2:14][CH2:15][C:16]4=[O:21])[C@@H:9]3[CH2:10][CH:11]=2)[CH2:6][CH2:5][C:4]1=[O:23])[CH3:2].[O:24](S(C(F)(F)F)(=O)=O)[S:25]([C:28]([F:31])([F:30])[F:29])(=O)=[O:26].C(N(CC)CC)C, predict the reaction product. The product is: [F:29][C:28]([F:31])([F:30])[S:25]([O:21][C:16]1[C@@:17]2([CH3:20])[CH2:18][CH2:19][C@H:8]3[C@H:9]([C@@H:13]2[CH2:14][CH:15]=1)[CH2:10][CH:11]=[C:12]1[C@:7]3([CH3:22])[CH2:6][CH2:5][C:4](=[O:23])[N:3]1[CH2:1][CH3:2])(=[O:26])=[O:24]. (4) Given the reactants [Cl:1][C:2]1[C:3]([CH2:8][S:9][C:10]2[N:15]=[C:14]([OH:16])[CH:13]=[C:12]([C:17]([F:20])([F:19])[F:18])[N:11]=2)=[N:4][N:5]([CH3:7])[CH:6]=1.Cl.O1CCOCC1, predict the reaction product. The product is: [ClH:1].[Cl:1][C:2]1[C:3]([CH2:8][S:9][C:10]2[N:15]=[C:14]([OH:16])[CH:13]=[C:12]([C:17]([F:20])([F:18])[F:19])[N:11]=2)=[N:4][N:5]([CH3:7])[CH:6]=1. (5) Given the reactants [CH3:1][O:2][C:3]([C:5]1[CH:10]=[CH:9][C:8]([N:11]2[CH:15]=[CH:14][N:13]=[CH:12]2)=[CH:7][CH:6]=1)=[O:4].[CH3:16][I:17], predict the reaction product. The product is: [I-:17].[CH3:1][O:2][C:3]([C:5]1[CH:6]=[CH:7][C:8]([N+:11]2[CH:15]=[CH:14][N:13]([CH3:16])[CH:12]=2)=[CH:9][CH:10]=1)=[O:4]. (6) Given the reactants [CH3:1][O:2][C:3](=[O:19])[CH2:4][C:5]([N:8]1[CH:12]=[C:11]([NH:13][C:14](=[O:18])[CH:15]([NH2:17])[CH3:16])[N:10]=[CH:9]1)([CH3:7])[CH3:6].[OH:20][C@@H:21]([C:25]([CH3:28])([CH3:27])[CH3:26])[C:22](O)=[O:23], predict the reaction product. The product is: [CH3:1][O:2][C:3](=[O:19])[CH2:4][C:5]([N:8]1[CH:12]=[C:11]([NH:13][C:14](=[O:18])[CH:15]([NH:17][C:22](=[O:23])[CH:21]([OH:20])[C:25]([CH3:28])([CH3:27])[CH3:26])[CH3:16])[N:10]=[CH:9]1)([CH3:7])[CH3:6]. (7) Given the reactants [CH:1]1([CH2:6][C@H:7]([N:11]2[CH2:19][C:18]3[C:13](=[CH:14][CH:15]=[CH:16][C:17]=3[C:20]([F:23])([F:22])[F:21])[C:12]2=[O:24])[C:8]([OH:10])=O)[CH2:5][CH2:4][CH2:3][CH2:2]1.C(Cl)(=O)C(Cl)=O.[NH2:31][C:32]1[CH:36]=[CH:35][N:34]([CH2:37][CH2:38][OH:39])[N:33]=1.N1C(C)=CC=CC=1C, predict the reaction product. The product is: [CH:1]1([CH2:6][C@H:7]([N:11]2[CH2:19][C:18]3[C:13](=[CH:14][CH:15]=[CH:16][C:17]=3[C:20]([F:23])([F:22])[F:21])[C:12]2=[O:24])[C:8]([NH:31][C:32]2[CH:36]=[CH:35][N:34]([CH2:37][CH2:38][OH:39])[N:33]=2)=[O:10])[CH2:5][CH2:4][CH2:3][CH2:2]1. (8) Given the reactants [C:1](O)(=[O:8])[C:2]1[CH:7]=[CH:6][CH:5]=[CH:4][CH:3]=1.[S:10]1[C:15]2[CH:16]=[CH:17][CH:18]=[CH:19][C:14]=2[NH:13][C:12](=[O:20])[CH2:11]1, predict the reaction product. The product is: [C:1]([C:17]1[CH:18]=[CH:19][C:14]2[NH:13][C:12](=[O:20])[CH2:11][S:10][C:15]=2[CH:16]=1)(=[O:8])[C:2]1[CH:7]=[CH:6][CH:5]=[CH:4][CH:3]=1. (9) The product is: [CH3:1][O:2][C:3]([C:4]1[C:5]2[CH:47]([OH:51])[C:48]([CH3:50])([CH3:49])[CH:12]([C:13]3[CH:18]=[CH:17][CH:16]=[C:15]([Br:19])[CH:14]=3)[NH:11][C:6]=2[CH:7]=[C:8]([F:10])[CH:9]=1)=[O:20]. Given the reactants [CH3:1][O:2][C:3](=[O:20])[C:4]1[CH:9]=[C:8]([F:10])[CH:7]=[C:6]([N:11]=[CH:12][C:13]2[CH:18]=[CH:17][CH:16]=[C:15]([Br:19])[CH:14]=2)[CH:5]=1.O.[O-]S(C(F)(F)F)(=O)=O.[Yb+3].[O-]S(C(F)(F)F)(=O)=O.[O-]S(C(F)(F)F)(=O)=O.[CH:47](=[O:51])[CH:48]([CH3:50])[CH3:49].O, predict the reaction product.